From a dataset of NCI-60 drug combinations with 297,098 pairs across 59 cell lines. Regression. Given two drug SMILES strings and cell line genomic features, predict the synergy score measuring deviation from expected non-interaction effect. (1) Drug 1: CCC1=C2CN3C(=CC4=C(C3=O)COC(=O)C4(CC)O)C2=NC5=C1C=C(C=C5)O. Drug 2: CC1C(C(CC(O1)OC2CC(CC3=C2C(=C4C(=C3O)C(=O)C5=CC=CC=C5C4=O)O)(C(=O)C)O)N)O. Cell line: UACC62. Synergy scores: CSS=59.4, Synergy_ZIP=-7.19, Synergy_Bliss=-9.56, Synergy_Loewe=-6.46, Synergy_HSA=-4.11. (2) Drug 1: C1=NC(=NC(=O)N1C2C(C(C(O2)CO)O)O)N. Drug 2: C1CN1C2=NC(=NC(=N2)N3CC3)N4CC4. Cell line: UO-31. Synergy scores: CSS=36.3, Synergy_ZIP=-11.1, Synergy_Bliss=-2.79, Synergy_Loewe=0.331, Synergy_HSA=2.23.